Dataset: Reaction yield outcomes from USPTO patents with 853,638 reactions. Task: Predict the reaction yield, written as a fraction of the theoretical maximum amount of product (1.0 means a 100% yield; for example, 0.34 means a 34% yield). (1) The reactants are [CH:1]1[N:5]=[CH:4][NH:3][C:2]=1/[CH:6]=[CH:7]/[C:8]([OH:10])=O.C1N=CN([C:16]([N:18]2[CH:22]=[N:21][CH:20]=[CH:19]2)=O)C=1.CCN(CCC[CH:31]([NH:33][C:34]1[CH:35]=[C:36](/C=C/C2C=CC=CC=2Cl)[N:37]=[C:38]2[CH:43]=[C:42]([Cl:44])[CH:41]=[CH:40][C:39]=12)C)CC. The catalyst is C1COCC1. The product is [Cl:44][C:42]1[CH:43]=[C:38]2[C:39]([C:34]([NH:33][CH2:31][CH2:22][N:18]([CH3:16])[CH2:19][CH2:20][NH:21][C:8](=[O:10])[CH:7]=[CH:6][C:2]3[N:3]=[CH:4][NH:5][CH:1]=3)=[CH:35][CH:36]=[N:37]2)=[CH:40][CH:41]=1. The yield is 0.310. (2) The reactants are [F:1][C:2]([F:16])([F:15])[C:3]([F:14])([F:13])[C:4]([F:12])([F:11])[C:5]([F:10])([F:9])[CH2:6][CH2:7]I.[Li]C(C)(C)C.Cl[SiH:23]([CH:27]([CH3:29])[CH3:28])[CH:24]([CH3:26])[CH3:25].O. The catalyst is CCOCC. The product is [CH:24]([SiH:23]([CH:27]([CH3:29])[CH3:28])[CH2:7][CH2:6][C:5]([F:10])([F:9])[C:4]([F:12])([F:11])[C:3]([F:14])([F:13])[C:2]([F:16])([F:15])[F:1])([CH3:26])[CH3:25]. The yield is 0.830. (3) The reactants are [N+:1]([C:4]1[C:62]([CH3:63])=[CH:61][CH:60]=[CH:59][C:5]=1[CH2:6][N:7]1[CH2:11][CH2:10][N:9]([C@@H:12]([C:54]([CH3:57])([CH3:56])[CH3:55])[C:13]([NH:15][C@@H:16]([CH2:47][C:48]2[CH:53]=[CH:52][CH:51]=[CH:50][CH:49]=2)[C@@H:17]([OH:46])[CH2:18][C@@H:19]([NH:33][C:34]([C@@H:36]([NH:41][C:42](=[O:45])[O:43][CH3:44])[C:37]([CH3:40])([CH3:39])[CH3:38])=[O:35])[CH2:20][C:21]2[CH:26]=[CH:25][C:24]([C:27]3[CH:32]=[CH:31][CH:30]=[CH:29][N:28]=3)=[CH:23][CH:22]=2)=[O:14])[C:8]1=[O:58])([O-])=O.[H][H]. The catalyst is C(O)C.[Pd]. The product is [NH2:1][C:4]1[C:62]([CH3:63])=[CH:61][CH:60]=[CH:59][C:5]=1[CH2:6][N:7]1[CH2:11][CH2:10][N:9]([C@@H:12]([C:54]([CH3:55])([CH3:56])[CH3:57])[C:13]([NH:15][C@@H:16]([CH2:47][C:48]2[CH:53]=[CH:52][CH:51]=[CH:50][CH:49]=2)[C@@H:17]([OH:46])[CH2:18][C@@H:19]([NH:33][C:34]([C@@H:36]([NH:41][C:42](=[O:45])[O:43][CH3:44])[C:37]([CH3:39])([CH3:38])[CH3:40])=[O:35])[CH2:20][C:21]2[CH:26]=[CH:25][C:24]([C:27]3[CH:32]=[CH:31][CH:30]=[CH:29][N:28]=3)=[CH:23][CH:22]=2)=[O:14])[C:8]1=[O:58]. The yield is 0.830. (4) The reactants are [C:1]([C:9]1[CH:14]=[CH:13][CH:12]=[CH:11][C:10]=1[S:15][CH2:16][C:17]([CH2:24][CH3:25])([CH2:20][CH2:21][CH2:22][CH3:23])[CH:18]=O)(=O)[C:2]1[CH:7]=[CH:6][CH:5]=[CH:4][CH:3]=1. The catalyst is COCCOC.[Cl-].[Na+].O.[Zn]. The product is [CH2:20]([C:17]1([CH2:24][CH3:25])[CH:18]=[C:1]([C:2]2[CH:7]=[CH:6][CH:5]=[CH:4][CH:3]=2)[C:9]2[CH:14]=[CH:13][CH:12]=[CH:11][C:10]=2[S:15][CH2:16]1)[CH2:21][CH2:22][CH3:23]. The yield is 0.430. (5) The reactants are [N:1]([CH2:4][CH2:5][O:6][CH2:7][CH2:8][O:9][CH2:10][CH2:11][O:12][CH2:13][CH2:14][O:15][CH2:16][CH2:17][O:18][CH2:19][CH2:20][O:21][CH2:22][CH2:23][O:24][CH2:25][CH2:26][O:27][CH2:28][CH2:29][O:30][CH2:31][CH2:32][O:33][CH2:34][CH2:35][O:36][CH2:37][CH2:38][NH:39][C:40](=[O:76])[CH2:41][C@@H:42]([C:69]([O:71]C(C)(C)C)=[O:70])[NH:43][C:44](=[O:68])[CH2:45][CH2:46][CH2:47][CH2:48][CH2:49][CH2:50][CH2:51][CH2:52][CH2:53][CH2:54][CH2:55][CH2:56][CH2:57][CH2:58][CH2:59][CH2:60][C:61]([O:63]C(C)(C)C)=[O:62])=[N+:2]=[N-:3].C(O)(C(F)(F)F)=O. The catalyst is C(Cl)Cl. The product is [N:1]([CH2:4][CH2:5][O:6][CH2:7][CH2:8][O:9][CH2:10][CH2:11][O:12][CH2:13][CH2:14][O:15][CH2:16][CH2:17][O:18][CH2:19][CH2:20][O:21][CH2:22][CH2:23][O:24][CH2:25][CH2:26][O:27][CH2:28][CH2:29][O:30][CH2:31][CH2:32][O:33][CH2:34][CH2:35][O:36][CH2:37][CH2:38][NH:39][C:40](=[O:76])[CH2:41][C@@H:42]([C:69]([OH:71])=[O:70])[NH:43][C:44](=[O:68])[CH2:45][CH2:46][CH2:47][CH2:48][CH2:49][CH2:50][CH2:51][CH2:52][CH2:53][CH2:54][CH2:55][CH2:56][CH2:57][CH2:58][CH2:59][CH2:60][C:61]([OH:63])=[O:62])=[N+:2]=[N-:3]. The yield is 0.353. (6) The reactants are [N:1]12[CH2:8][CH2:7][C:4]([C:9]([C:17]3[CH:22]=[CH:21][CH:20]=[CH:19][CH:18]=3)([C:11]3[CH:16]=[CH:15][CH:14]=[CH:13][CH:12]=3)[OH:10])([CH2:5][CH2:6]1)[CH2:3][CH2:2]2.[C:23]1([CH2:29][O:30][CH2:31][CH2:32][CH2:33][CH2:34][Br:35])[CH:28]=[CH:27][CH:26]=[CH:25][CH:24]=1. The catalyst is CC#N. The product is [Br-:35].[OH:10][C:9]([C:17]1[CH:22]=[CH:21][CH:20]=[CH:19][CH:18]=1)([C:11]1[CH:12]=[CH:13][CH:14]=[CH:15][CH:16]=1)[C:4]12[CH2:5][CH2:6][N+:1]([CH2:34][CH2:33][CH2:32][CH2:31][O:30][CH2:29][C:23]3[CH:28]=[CH:27][CH:26]=[CH:25][CH:24]=3)([CH2:2][CH2:3]1)[CH2:8][CH2:7]2. The yield is 0.483.